Dataset: Reaction yield outcomes from USPTO patents with 853,638 reactions. Task: Predict the reaction yield, written as a fraction of the theoretical maximum amount of product (1.0 means a 100% yield; for example, 0.34 means a 34% yield). (1) The reactants are [CH:1]1([CH2:4][O:5][C:6]2[CH:7]=[C:8]([C:16]3[N:21]4[N:22]=[C:23]([C:25]5[CH:26]=[N:27][CH:28]=[CH:29][CH:30]=5)[N:24]=[C:20]4[N:19]=[CH:18][CH:17]=3)[CH:9]=[CH:10][C:11]=2[O:12][CH:13]([F:15])[F:14])[CH2:3][CH2:2]1.ClC1C=C(C=CC=1)C(OO)=[O:36].C([O-])(O)=O.[Na+]. The catalyst is C(Cl)Cl. The product is [CH:1]1([CH2:4][O:5][C:6]2[CH:7]=[C:8]([C:16]3[N:21]4[N:22]=[C:23]([C:25]5[CH:26]=[N+:27]([O-:36])[CH:28]=[CH:29][CH:30]=5)[N:24]=[C:20]4[N:19]=[CH:18][CH:17]=3)[CH:9]=[CH:10][C:11]=2[O:12][CH:13]([F:15])[F:14])[CH2:3][CH2:2]1. The yield is 0.790. (2) The reactants are [C:1]([NH:5][S:6]([C:9]1[C:18]2[C:13](=[CH:14][CH:15]=[CH:16][CH:17]=2)[C:12]([N:19]2[C:23]([CH2:24][CH:25]3[CH2:30][CH2:29][CH2:28][CH2:27][CH2:26]3)=[C:22]([Cl:31])[C:21]([C:32]([OH:34])=O)=[N:20]2)=[CH:11][CH:10]=1)(=[O:8])=[O:7])([CH3:4])([CH3:3])[CH3:2].CN(C(ON1N=NC2C=CC=NC1=2)=[N+](C)C)C.F[P-](F)(F)(F)(F)F.CCN(C(C)C)C(C)C.[NH2:68][C@H:69]1[CH2:72][C@H:71]([C:73]([O:75][CH3:76])=[O:74])[CH2:70]1. The catalyst is CN(C=O)C.O. The product is [C:1]([NH:5][S:6]([C:9]1[C:18]2[C:13](=[CH:14][CH:15]=[CH:16][CH:17]=2)[C:12]([N:19]2[C:23]([CH2:24][CH:25]3[CH2:30][CH2:29][CH2:28][CH2:27][CH2:26]3)=[C:22]([Cl:31])[C:21]([C:32]([NH:68][C@H:69]3[CH2:72][C@H:71]([C:73]([O:75][CH3:76])=[O:74])[CH2:70]3)=[O:34])=[N:20]2)=[CH:11][CH:10]=1)(=[O:8])=[O:7])([CH3:4])([CH3:2])[CH3:3]. The yield is 0.840. (3) The reactants are [OH:1][C@H:2]1[C@H:7]([CH2:8][NH:9]CC2C=CC=CC=2)[CH2:6][CH2:5][N:4]([C:17]([O:19][C:20]([CH3:23])([CH3:22])[CH3:21])=[O:18])[CH2:3]1. The catalyst is CO.[Pd]. The product is [NH2:9][CH2:8][C@@H:7]1[CH2:6][CH2:5][N:4]([C:17]([O:19][C:20]([CH3:22])([CH3:21])[CH3:23])=[O:18])[CH2:3][C@H:2]1[OH:1]. The yield is 0.760.